From a dataset of NCI-60 drug combinations with 297,098 pairs across 59 cell lines. Regression. Given two drug SMILES strings and cell line genomic features, predict the synergy score measuring deviation from expected non-interaction effect. (1) Drug 1: C1=CC(=CC=C1C#N)C(C2=CC=C(C=C2)C#N)N3C=NC=N3. Drug 2: C1=CN(C=N1)CC(O)(P(=O)(O)O)P(=O)(O)O. Cell line: EKVX. Synergy scores: CSS=4.94, Synergy_ZIP=-1.88, Synergy_Bliss=-2.65, Synergy_Loewe=1.33, Synergy_HSA=-1.32. (2) Drug 1: CC(C1=C(C=CC(=C1Cl)F)Cl)OC2=C(N=CC(=C2)C3=CN(N=C3)C4CCNCC4)N. Drug 2: C1=CC(=CC=C1CC(C(=O)O)N)N(CCCl)CCCl.Cl. Cell line: HT29. Synergy scores: CSS=14.9, Synergy_ZIP=-3.44, Synergy_Bliss=-0.271, Synergy_Loewe=-5.93, Synergy_HSA=-3.85.